Dataset: Reaction yield outcomes from USPTO patents with 853,638 reactions. Task: Predict the reaction yield, written as a fraction of the theoretical maximum amount of product (1.0 means a 100% yield; for example, 0.34 means a 34% yield). The catalyst is O. The product is [Br:5][C:6]1[CH:7]=[C:8]([I:15])[CH:9]=[CH:10][C:11]=1[F:12]. The reactants are N([O-])=O.[Na+].[Br:5][C:6]1[CH:7]=[C:8](N)[CH:9]=[CH:10][C:11]=1[F:12].Cl.[I-:15].[K+]. The yield is 0.740.